Dataset: CYP2C19 inhibition data for predicting drug metabolism from PubChem BioAssay. Task: Regression/Classification. Given a drug SMILES string, predict its absorption, distribution, metabolism, or excretion properties. Task type varies by dataset: regression for continuous measurements (e.g., permeability, clearance, half-life) or binary classification for categorical outcomes (e.g., BBB penetration, CYP inhibition). Dataset: cyp2c19_veith. (1) The compound is COc1ccc(C2CC(=O)c3cnc(Nc4cc(C)cc(C)c4)nc3C2)cc1. The result is 1 (inhibitor). (2) The drug is CCCC(=O)Nc1cc(-c2cn3cccnc3n2)ccc1OC. The result is 0 (non-inhibitor). (3) The result is 0 (non-inhibitor). The compound is O=C(/C=N/O)Nc1ccccc1. (4) The compound is C[C@@H](CCO)C(=O)O[C@H]1C[C@@H](C)C=C2C=C[C@H](C)[C@H](CC[C@@H]3C[C@@H](O)CC(=O)O3)[C@H]21. The result is 0 (non-inhibitor). (5) The compound is COc1ccc(NC(=O)N2CCC3(CC2)CCN(C(=O)c2ccco2)CC3)cc1. The result is 0 (non-inhibitor). (6) The molecule is CC(=O)O[C@@H]1CN2CCC1CC2. The result is 0 (non-inhibitor). (7) The compound is Cc1noc(C)c1C(=O)N1CCC2(CC1)CN(Cc1cc(C(F)(F)F)cc(C(F)(F)F)c1)C2. The result is 0 (non-inhibitor). (8) The drug is Cc1ccc2cc(C#N)c(SCC(=O)N3CCCc4ccccc43)nc2c1C. The result is 1 (inhibitor). (9) The drug is COc1ccc(CN(CCN(C)C)c2ccccn2)cc1. The result is 0 (non-inhibitor). (10) The compound is O=S(=O)(N/N=C\c1cn(-c2ccccc2)nc1-c1ccccc1)c1ccccc1. The result is 1 (inhibitor).